This data is from Forward reaction prediction with 1.9M reactions from USPTO patents (1976-2016). The task is: Predict the product of the given reaction. Given the reactants [O:1]=[C:2]1[N:6]([CH2:7][CH2:8][CH2:9][C:10]([OH:12])=[O:11])[C:5]2[CH:13]=[CH:14][CH:15]=[CH:16][C:4]=2[NH:3]1.CN(C)C=O.[Cl:22]CCl.C(Cl)(=O)C(Cl)=O, predict the reaction product. The product is: [O:1]=[C:2]1[N:6]([CH2:7][CH2:8][CH2:9][C:10]([O:12][Cl:22])=[O:11])[C:5]2[CH:13]=[CH:14][CH:15]=[CH:16][C:4]=2[NH:3]1.